Dataset: Full USPTO retrosynthesis dataset with 1.9M reactions from patents (1976-2016). Task: Predict the reactants needed to synthesize the given product. (1) Given the product [C:1]([NH:4][CH:5]([CH2:10][C:11]1[CH:12]=[CH:13][C:14]([C:33]2[C:34]([NH:39][C:40]([O:41][C:42]([CH3:45])([CH3:44])[CH3:43])=[O:46])=[N:35][N:36]([CH3:38])[CH:37]=2)=[CH:15][CH:16]=1)[C:6]([O:8][CH3:9])=[O:7])(=[O:3])[CH3:2], predict the reactants needed to synthesize it. The reactants are: [C:1]([NH:4][CH:5]([CH2:10][C:11]1[CH:16]=[CH:15][C:14](B2OC(C)(C)C(C)(C)O2)=[CH:13][CH:12]=1)[C:6]([O:8][CH3:9])=[O:7])(=[O:3])[CH3:2].C(=O)([O-])[O-].[K+].[K+].Br[C:33]1[C:34]([NH:39][C:40](=[O:46])[O:41][C:42]([CH3:45])([CH3:44])[CH3:43])=[N:35][N:36]([CH3:38])[CH:37]=1. (2) The reactants are: [N:1]1([CH2:7][C:8]2[N:16]3[C:11]([C:12]([NH2:17])=[N:13][CH:14]=[N:15]3)=[CH:10][CH:9]=2)[CH2:6][CH2:5][NH:4][CH2:3][CH2:2]1.C(N(CC)CC)C.C(Cl)Cl.[C:28](OC([O-])=O)([O:30][C:31]([CH3:34])([CH3:33])[CH3:32])=[O:29]. Given the product [NH2:17][C:12]1[C:11]2=[CH:10][CH:9]=[C:8]([CH2:7][N:1]3[CH2:6][CH2:5][N:4]([C:28]([O:30][C:31]([CH3:34])([CH3:33])[CH3:32])=[O:29])[CH2:3][CH2:2]3)[N:16]2[N:15]=[CH:14][N:13]=1, predict the reactants needed to synthesize it. (3) Given the product [CH2:19]([O:17][C:16](=[O:18])[CH2:15][C:12]1[CH:11]=[CH:10][C:9]([S:6]([CH3:5])(=[O:7])=[O:8])=[CH:14][CH:13]=1)[CH3:20], predict the reactants needed to synthesize it. The reactants are: O=S(Cl)Cl.[CH3:5][S:6]([C:9]1[CH:14]=[CH:13][C:12]([CH2:15][C:16]([OH:18])=[O:17])=[CH:11][CH:10]=1)(=[O:8])=[O:7].[CH3:19][CH2:20]O.